From a dataset of NCI-60 drug combinations with 297,098 pairs across 59 cell lines. Regression. Given two drug SMILES strings and cell line genomic features, predict the synergy score measuring deviation from expected non-interaction effect. Drug 1: C1C(C(OC1N2C=C(C(=O)NC2=O)F)CO)O. Drug 2: CN1C2=C(C=C(C=C2)N(CCCl)CCCl)N=C1CCCC(=O)O.Cl. Cell line: NCI-H522. Synergy scores: CSS=2.81, Synergy_ZIP=-2.36, Synergy_Bliss=0.767, Synergy_Loewe=-5.28, Synergy_HSA=-0.895.